This data is from Peptide-MHC class I binding affinity with 185,985 pairs from IEDB/IMGT. The task is: Regression. Given a peptide amino acid sequence and an MHC pseudo amino acid sequence, predict their binding affinity value. This is MHC class I binding data. (1) The peptide sequence is YYKDDISYF. The MHC is HLA-A69:01 with pseudo-sequence HLA-A69:01. The binding affinity (normalized) is 0.0847. (2) The peptide sequence is YTAVVPLVK. The MHC is HLA-A29:02 with pseudo-sequence HLA-A29:02. The binding affinity (normalized) is 0.0813. (3) The peptide sequence is WYMWLGARF. The MHC is HLA-A23:01 with pseudo-sequence HLA-A23:01. The binding affinity (normalized) is 0.722. (4) The peptide sequence is YLHDPLTPY. The MHC is HLA-B08:03 with pseudo-sequence HLA-B08:03. The binding affinity (normalized) is 0.0847. (5) The MHC is HLA-A02:03 with pseudo-sequence HLA-A02:03. The peptide sequence is LLLGLLLLCV. The binding affinity (normalized) is 0.146. (6) The peptide sequence is WVWDTWPLA. The MHC is HLA-B51:01 with pseudo-sequence HLA-B51:01. The binding affinity (normalized) is 0.0847. (7) The peptide sequence is SACANGWIQY. The MHC is HLA-A03:01 with pseudo-sequence HLA-A03:01. The binding affinity (normalized) is 0.345. (8) The peptide sequence is FSPEVIPMF. The MHC is HLA-B54:01 with pseudo-sequence HLA-B54:01. The binding affinity (normalized) is 0. (9) The peptide sequence is VPRRKAKII. The MHC is HLA-A33:01 with pseudo-sequence HLA-A33:01. The binding affinity (normalized) is 0.0917.